This data is from Full USPTO retrosynthesis dataset with 1.9M reactions from patents (1976-2016). The task is: Predict the reactants needed to synthesize the given product. (1) Given the product [CH3:1][O:2][C:3]1[C:10]([C:11]2[S:12][CH:13]=[CH:14][CH:15]=2)=[CH:9][C:6](/[CH:7]=[CH:28]/[C:27]([C:30]2[CH:38]=[CH:37][C:33]([C:34]([OH:36])=[O:35])=[CH:32][CH:31]=2)=[O:29])=[C:5]([O:16][CH2:17][CH2:18][O:19][CH2:20][CH2:21][O:22][CH2:23][CH2:24][O:25][CH3:26])[CH:4]=1, predict the reactants needed to synthesize it. The reactants are: [CH3:1][O:2][C:3]1[C:10]([C:11]2[S:12][CH:13]=[CH:14][CH:15]=2)=[CH:9][C:6]([CH:7]=O)=[C:5]([O:16][CH2:17][CH2:18][O:19][CH2:20][CH2:21][O:22][CH2:23][CH2:24][O:25][CH3:26])[CH:4]=1.[C:27]([C:30]1[CH:38]=[CH:37][C:33]([C:34]([OH:36])=[O:35])=[CH:32][CH:31]=1)(=[O:29])[CH3:28]. (2) The reactants are: [NH2:1][C:2](=[O:29])[C@@H:3]([NH:12][C:13]([C:15]1([NH:21][C:22](=[O:28])[O:23][C:24]([CH3:27])([CH3:26])[CH3:25])[CH2:20][CH2:19][O:18][CH2:17][CH2:16]1)=[O:14])[CH2:4][C:5]1[CH:10]=[CH:9][C:8](I)=[CH:7][CH:6]=1.[F:30][C:31]1[CH:32]=[C:33](B(O)O)[CH:34]=[CH:35][C:36]=1[F:37].C(=O)([O-])[O-].[Na+].[Na+]. Given the product [NH2:1][C:2](=[O:29])[C@@H:3]([NH:12][C:13]([C:15]1([NH:21][C:22](=[O:28])[O:23][C:24]([CH3:27])([CH3:26])[CH3:25])[CH2:20][CH2:19][O:18][CH2:17][CH2:16]1)=[O:14])[CH2:4][C:5]1[CH:10]=[CH:9][C:8]([C:34]2[CH:33]=[CH:32][C:31]([F:30])=[C:36]([F:37])[CH:35]=2)=[CH:7][CH:6]=1, predict the reactants needed to synthesize it. (3) The reactants are: CN(C=O)C.[CH2:6]([C:9]1[C:17]2[O:16][N:15]=[C:14]([C:18]([F:21])([F:20])[F:19])[C:13]=2[CH:12]=[CH:11][C:10]=1[O:22][CH2:23][CH2:24][CH2:25]Br)[CH2:7][CH3:8].[NH:27]1[CH2:31][CH2:30][NH:29][C:28]1=[O:32]. Given the product [CH2:6]([C:9]1[C:17]2[O:16][N:15]=[C:14]([C:18]([F:21])([F:20])[F:19])[C:13]=2[CH:12]=[CH:11][C:10]=1[O:22][CH2:23][CH2:24][CH2:25][N:27]1[CH2:31][CH2:30][NH:29][C:28]1=[O:32])[CH2:7][CH3:8], predict the reactants needed to synthesize it. (4) Given the product [Br:29][C:30]1[CH:35]=[C:34]([CH:36]2[CH:4]([C:5]([O:7][C@@H:8]3[CH2:13][C@H:12]([CH3:14])[CH2:11][CH2:10][C@H:9]3[CH:15]([CH3:17])[CH3:16])=[O:6])[C:3]([C:18]3[CH:19]=[C:20]([Cl:26])[C:21]([Cl:25])=[C:22]([Cl:24])[CH:23]=3)([C:2]([F:1])([F:27])[F:28])[CH:38]=[N:37]2)[CH:33]=[CH:32][C:31]=1[F:39], predict the reactants needed to synthesize it. The reactants are: [F:1][C:2]([F:28])([F:27])/[C:3](/[C:18]1[CH:23]=[C:22]([Cl:24])[C:21]([Cl:25])=[C:20]([Cl:26])[CH:19]=1)=[CH:4]/[C:5]([O:7][C@@H:8]1[CH2:13][C@H:12]([CH3:14])[CH2:11][CH2:10][C@H:9]1[CH:15]([CH3:17])[CH3:16])=[O:6].[Br:29][C:30]1[CH:35]=[C:34]([CH2:36][N+:37]#[C-:38])[CH:33]=[CH:32][C:31]=1[F:39].C1(C)C=CC=CC=1. (5) Given the product [C:36]([C:35]1[CH:38]=[CH:39][C:32]([NH:31][C:2]2[N:10]=[C:9]3[C:5]([N:6]=[CH:7][N:8]3[CH3:11])=[C:4]([O:12][C:13]3[C:18]([CH3:19])=[CH:17][C:16]([C:20]4[CH:21]=[CH:22][C:23]([C:26]([O:28][CH3:29])=[O:27])=[CH:24][CH:25]=4)=[CH:15][C:14]=3[CH3:30])[N:3]=2)=[CH:33][CH:34]=1)#[N:37], predict the reactants needed to synthesize it. The reactants are: Cl[C:2]1[N:10]=[C:9]2[C:5]([N:6]=[CH:7][N:8]2[CH3:11])=[C:4]([O:12][C:13]2[C:18]([CH3:19])=[CH:17][C:16]([C:20]3[CH:25]=[CH:24][C:23]([C:26]([O:28][CH3:29])=[O:27])=[CH:22][CH:21]=3)=[CH:15][C:14]=2[CH3:30])[N:3]=1.[NH2:31][C:32]1[CH:39]=[CH:38][C:35]([C:36]#[N:37])=[CH:34][CH:33]=1.C1C=CC(P(C2C(C3C(P(C4C=CC=CC=4)C4C=CC=CC=4)=CC=C4C=3C=CC=C4)=C3C(C=CC=C3)=CC=2)C2C=CC=CC=2)=CC=1.C([O-])([O-])=O.[Cs+].[Cs+]. (6) Given the product [NH2:8][C:9]1[N:10]=[C:11]([NH:27][C:28](=[O:36])[C:29]2[CH:34]=[CH:33][CH:32]=[C:31]([Cl:35])[CH:30]=2)[CH:12]=[C:13]([O:15][CH2:16][CH2:17][NH:18][CH3:19])[N:14]=1, predict the reactants needed to synthesize it. The reactants are: FC(F)(F)C(O)=O.[NH2:8][C:9]1[N:14]=[C:13]([O:15][CH2:16][CH2:17][N:18](C)[C:19](=O)OC(C)(C)C)[CH:12]=[C:11]([NH:27][C:28](=[O:36])[C:29]2[CH:34]=[CH:33][CH:32]=[C:31]([Cl:35])[CH:30]=2)[N:10]=1. (7) Given the product [CH2:15]([O:13][C:12](=[O:14])[CH2:11][C:9]1[CH:8]=[CH:7][C:5]2[N:6]=[C:2]([NH2:1])[S:3][C:4]=2[CH:10]=1)[CH3:16], predict the reactants needed to synthesize it. The reactants are: [NH2:1][C:2]1[S:3][C:4]2[CH:10]=[C:9]([CH2:11][C:12]([OH:14])=[O:13])[CH:8]=[CH:7][C:5]=2[N:6]=1.[CH2:15](O)[CH3:16]. (8) Given the product [Cl:24][C:25]1[C:26]2[N:27]([CH:35]=[C:36]([CH2:38][N:11]([CH:9]3[C:10]4[N:1]=[CH:2][CH:3]=[CH:4][C:5]=4[CH2:6][CH2:7][CH2:8]3)[CH2:12][CH2:13][CH2:14][CH2:15][NH2:16])[N:37]=2)[CH:28]=[C:29]([C:31]([F:32])([F:33])[F:34])[CH:30]=1, predict the reactants needed to synthesize it. The reactants are: [N:1]1[C:10]2[CH:9]([NH:11][CH2:12][CH2:13][CH2:14][CH2:15][NH:16]C(=O)OC(C)(C)C)[CH2:8][CH2:7][CH2:6][C:5]=2[CH:4]=[CH:3][CH:2]=1.[Cl:24][C:25]1[C:26]2[N:27]([CH:35]=[C:36]([CH:38]=O)[N:37]=2)[CH:28]=[C:29]([C:31]([F:34])([F:33])[F:32])[CH:30]=1.